From a dataset of Forward reaction prediction with 1.9M reactions from USPTO patents (1976-2016). Predict the product of the given reaction. (1) Given the reactants [CH3:1][N:2]1[CH:6]=[CH:5][CH:4]=[C:3]1[CH:7]=[O:8].[NH2:9][C:10]1[CH:15]=[CH:14][C:13]([CH2:16][C:17]([O:19][CH3:20])=[O:18])=[CH:12][C:11]=1O.C(O)(=O)C.C(O)(=O)C.IC1C=CC=CC=1, predict the reaction product. The product is: [CH3:1][N:2]1[CH:6]=[CH:5][CH:4]=[C:3]1[C:7]1[O:8][C:11]2[CH:12]=[C:13]([CH2:16][C:17]([O:19][CH3:20])=[O:18])[CH:14]=[CH:15][C:10]=2[N:9]=1. (2) Given the reactants C[O:2][C:3]([C:5]1[CH:10]=[CH:9][C:8]([C:11]2[CH:16]=[C:15]([Cl:17])[C:14]([CH2:18][C@@H:19]3[CH2:23][CH2:22][N:21]([C@H:24]4[CH2:29][CH2:28][C@@H:27]([O:30][Si:31]([CH:38]([CH3:40])[CH3:39])([CH:35]([CH3:37])[CH3:36])[CH:32]([CH3:34])[CH3:33])[CH2:26][CH2:25]4)[C:20]3=[O:41])=[C:13](Cl)[CH:12]=2)=[CH:7][CH:6]=1)=[O:4].C1COCC1.[OH-].[Li+].[ClH:50], predict the reaction product. The product is: [Cl:50][C:6]1[CH:7]=[C:8]([C:11]2[CH:16]=[C:15]([Cl:17])[C:14]([CH2:18][C@@H:19]3[CH2:23][CH2:22][N:21]([C@H:24]4[CH2:29][CH2:28][C@@H:27]([O:30][Si:31]([CH:38]([CH3:40])[CH3:39])([CH:32]([CH3:33])[CH3:34])[CH:35]([CH3:36])[CH3:37])[CH2:26][CH2:25]4)[C:20]3=[O:41])=[CH:13][CH:12]=2)[CH:9]=[CH:10][C:5]=1[C:3]([OH:2])=[O:4]. (3) Given the reactants [F:1][C:2]1[CH:3]=[CH:4][C:5]2[NH:10][CH2:9][CH2:8][O:7][C:6]=2[CH:11]=1.[Br:12][CH2:13][CH2:14][CH2:15]Br.C(=O)([O-])[O-].[Na+].[Na+], predict the reaction product. The product is: [F:1][C:2]1[CH:3]=[CH:4][C:5]2[N:10]([CH2:15][CH2:14][CH2:13][Br:12])[CH2:9][CH2:8][O:7][C:6]=2[CH:11]=1. (4) The product is: [F:38][C:37]([F:40])([F:39])[C:35]1[CH:36]=[C:31]([C:2]2[C@:3]3([CH2:19][CH2:18][C@H:17]4[C@@H:8]([CH2:9][CH2:10][C:11]5[CH:12]=[C:13]([C:20]([NH2:22])=[O:21])[CH:14]=[CH:15][C:16]=54)[C@@H:5]3[CH2:6][CH:7]=2)[CH3:4])[CH:32]=[N:33][CH:34]=1. Given the reactants I[C:2]1[C@:3]2([CH2:19][CH2:18][C@H:17]3[C@@H:8]([CH2:9][CH2:10][C:11]4[CH:12]=[C:13]([C:20]([NH2:22])=[O:21])[CH:14]=[CH:15][C:16]=43)[C@@H:5]2[CH2:6][CH:7]=1)[CH3:4].CC1(C)C(C)(C)OB([C:31]2[CH:32]=[N:33][CH:34]=[C:35]([C:37]([F:40])([F:39])[F:38])[CH:36]=2)O1, predict the reaction product. (5) Given the reactants [NH2:1][C:2]1[C:3]2[N:4]([C:8]([C@@H:27]3[CH2:31][CH2:30][CH2:29][NH:28]3)=[N:9][C:10]=2[C:11]2[CH:25]=[CH:24][C:14]([C:15]([NH:17][C:18]3[CH:23]=[CH:22][CH:21]=[CH:20][N:19]=3)=[O:16])=[C:13]([F:26])[CH:12]=2)[CH:5]=[CH:6][N:7]=1.[C:32](Cl)(=[O:35])[CH:33]=[CH2:34], predict the reaction product. The product is: [C:32]([N:28]1[CH2:29][CH2:30][CH2:31][C@H:27]1[C:8]1[N:4]2[CH:5]=[CH:6][N:7]=[C:2]([NH2:1])[C:3]2=[C:10]([C:11]2[CH:25]=[CH:24][C:14]([C:15]([NH:17][C:18]3[CH:23]=[CH:22][CH:21]=[CH:20][N:19]=3)=[O:16])=[C:13]([F:26])[CH:12]=2)[N:9]=1)(=[O:35])[CH:33]=[CH2:34]. (6) Given the reactants C([O:3][CH:4](OCC)[CH2:5][O:6][C:7]1[CH:12]=[CH:11][CH:10]=[CH:9][CH:8]=1)C.C(O)(=O)C.Cl, predict the reaction product. The product is: [O:6]([CH2:5][CH:4]=[O:3])[C:7]1[CH:12]=[CH:11][CH:10]=[CH:9][CH:8]=1. (7) Given the reactants O[CH2:2][C:3]1[CH:4]=[CH:5][C:6]([CH3:9])=[N:7][CH:8]=1.S(Cl)([Cl:12])=O, predict the reaction product. The product is: [ClH:12].[Cl:12][CH2:2][C:3]1[CH:4]=[CH:5][C:6]([CH3:9])=[N:7][CH:8]=1.